This data is from Forward reaction prediction with 1.9M reactions from USPTO patents (1976-2016). The task is: Predict the product of the given reaction. (1) The product is: [Br-:1].[F:34][C:30]1[CH:29]=[C:28]([CH:20]([C:21]2[CH:26]=[CH:25][CH:24]=[C:23]([F:27])[CH:22]=2)[O:19][C:17]([CH:14]2[CH2:13][CH2:12][N+:11]([CH3:10])([CH2:2][C:3](=[O:4])[C:5]3[CH:9]=[CH:8][S:7][CH:6]=3)[CH2:16][CH2:15]2)=[O:18])[CH:33]=[CH:32][CH:31]=1. Given the reactants [Br:1][CH2:2][C:3]([C:5]1[CH:9]=[CH:8][S:7][CH:6]=1)=[O:4].[CH3:10][N:11]1[CH2:16][CH2:15][CH:14]([C:17]([O:19][CH:20]([C:28]2[CH:33]=[CH:32][CH:31]=[C:30]([F:34])[CH:29]=2)[C:21]2[CH:26]=[CH:25][CH:24]=[C:23]([F:27])[CH:22]=2)=[O:18])[CH2:13][CH2:12]1, predict the reaction product. (2) Given the reactants [Si]([O:8][CH2:9][C:10]1[N:15]=[CH:14][C:13]2[N:16]=[CH:17][N:18]([C:19]3[S:23][C:22]([C:24]([NH2:26])=[O:25])=[C:21]([O:27][CH2:28][C:29]4[CH:34]=[C:33]([O:35][CH2:36][CH3:37])[CH:32]=[CH:31][C:30]=4[O:38][CH2:39][CH3:40])[CH:20]=3)[C:12]=2[CH:11]=1)(C(C)(C)C)(C)C.[F-].C([N+](CCCC)(CCCC)CCCC)CCC, predict the reaction product. The product is: [CH2:39]([O:38][C:30]1[CH:31]=[CH:32][C:33]([O:35][CH2:36][CH3:37])=[CH:34][C:29]=1[CH2:28][O:27][C:21]1[CH:20]=[C:19]([N:18]2[C:12]3[CH:11]=[C:10]([CH2:9][OH:8])[N:15]=[CH:14][C:13]=3[N:16]=[CH:17]2)[S:23][C:22]=1[C:24]([NH2:26])=[O:25])[CH3:40]. (3) Given the reactants [CH3:1][O:2][C:3]1[CH:4]=[C:5]([C:9]2[CH2:10][CH2:11][CH2:12][N:13]=2)[CH:6]=[CH:7][CH:8]=1.[BH4-].[Na+], predict the reaction product. The product is: [CH3:1][O:2][C:3]1[CH:4]=[C:5]([CH:9]2[CH2:10][CH2:11][CH2:12][NH:13]2)[CH:6]=[CH:7][CH:8]=1. (4) Given the reactants [H-].[Na+].[F:3][C:4]1[CH:5]=[C:6]([CH:16]=[C:17]([F:19])[CH:18]=1)[C:7]([C:9]1[C:10](=[O:15])[NH:11][CH:12]=[CH:13][CH:14]=1)=[O:8].I[CH2:21][CH3:22].Cl, predict the reaction product. The product is: [F:19][C:17]1[CH:16]=[C:6]([CH:5]=[C:4]([F:3])[CH:18]=1)[C:7]([C:9]1[C:10](=[O:15])[N:11]([CH2:21][CH3:22])[CH:12]=[CH:13][CH:14]=1)=[O:8]. (5) Given the reactants C[O:2][C:3](=[O:24])/[CH:4]=[CH:5]\[C:6]([N:8]1[C:13]2[CH:14]=[CH:15][CH:16]=[C:17]([CH:18]([CH3:20])[CH3:19])[C:12]=2[O:11][CH:10]([CH:21]([CH3:23])[CH3:22])[CH2:9]1)=[O:7].[OH-].[Na+], predict the reaction product. The product is: [CH:21]([CH:10]1[CH2:9][N:8]([C:6](=[O:7])/[CH:5]=[CH:4]\[C:3]([OH:24])=[O:2])[C:13]2[CH:14]=[CH:15][CH:16]=[C:17]([CH:18]([CH3:20])[CH3:19])[C:12]=2[O:11]1)([CH3:23])[CH3:22]. (6) Given the reactants C([O:3][C:4](=[O:37])[CH2:5][N:6]1[C:14]2[C:9](=[CH:10][CH:11]=[C:12]([O:15][CH2:16][C:17]3[N:18]([CH2:32][C:33]([F:36])([F:35])[F:34])[N:19]=[C:20]([C:22]4[CH:27]=[CH:26][C:25]([C:28]([F:31])([F:30])[F:29])=[CH:24][CH:23]=4)[CH:21]=3)[CH:13]=2)[CH:8]=[CH:7]1)C.[Li+].[OH-], predict the reaction product. The product is: [F:35][C:33]([F:34])([F:36])[CH2:32][N:18]1[C:17]([CH2:16][O:15][C:12]2[CH:13]=[C:14]3[C:9]([CH:8]=[CH:7][N:6]3[CH2:5][C:4]([OH:37])=[O:3])=[CH:10][CH:11]=2)=[CH:21][C:20]([C:22]2[CH:27]=[CH:26][C:25]([C:28]([F:30])([F:29])[F:31])=[CH:24][CH:23]=2)=[N:19]1. (7) The product is: [Cl:12][C:13]1[S:17][C:16]([S:18]([NH:1][C:2]2[S:3][C:4]([CH3:11])=[C:5]([C:7]([OH:9])=[O:8])[N:6]=2)(=[O:20])=[O:19])=[CH:15][C:14]=1[C:22]1[CH:27]=[C:26]([F:28])[CH:25]=[CH:24][C:23]=1[F:29]. Given the reactants [NH2:1][C:2]1[S:3][C:4]([CH3:11])=[C:5]([C:7]([O:9]C)=[O:8])[N:6]=1.[Cl:12][C:13]1[S:17][C:16]([S:18](Cl)(=[O:20])=[O:19])=[CH:15][C:14]=1[C:22]1[CH:27]=[C:26]([F:28])[CH:25]=[CH:24][C:23]=1[F:29], predict the reaction product.